From a dataset of Tox21: 12 toxicity assays (nuclear receptors and stress response pathways). Binary classification across 12 toxicity assays. The drug is CC(=O)Oc1c(C)cc(OCC(O)CNC(C)C)c(C)c1C. It tested positive (active) for: NR-AR (Androgen Receptor agonist activity), NR-ER (Estrogen Receptor agonist activity), and NR-ER-LBD (Estrogen Receptor Ligand Binding Domain agonist).